Dataset: Reaction yield outcomes from USPTO patents with 853,638 reactions. Task: Predict the reaction yield, written as a fraction of the theoretical maximum amount of product (1.0 means a 100% yield; for example, 0.34 means a 34% yield). (1) The product is [C:9]([C:7]1[CH:8]=[C:3]([CH2:1][CH3:2])[CH:4]=[CH:5][C:6]=1[O:17][CH2:18][CH2:19][C@@H:20]([O:22][S:31]([CH3:30])(=[O:33])=[O:32])[CH3:21])(=[O:10])[C:11]1[CH:12]=[CH:13][CH:14]=[CH:15][CH:16]=1. The reactants are [CH2:1]([C:3]1[CH:4]=[CH:5][C:6]([O:17][CH2:18][CH2:19][C@@H:20]([OH:22])[CH3:21])=[C:7]([C:9]([C:11]2[CH:16]=[CH:15][CH:14]=[CH:13][CH:12]=2)=[O:10])[CH:8]=1)[CH3:2].CCN(CC)CC.[CH3:30][S:31](Cl)(=[O:33])=[O:32]. The yield is 1.00. The catalyst is C(Cl)Cl. (2) The reactants are C1(C)C(C)=CC=CC=1.[N:9](/[C:12](=[CH:17]\[C:18]1[CH:19]=[C:20]2[C:24](=[CH:25][CH:26]=1)[NH:23][CH:22]=[CH:21]2)/[C:13]([O:15][CH3:16])=[O:14])=[N+]=[N-]. No catalyst specified. The product is [NH:9]1[C:19]2[C:18](=[CH:26][CH:25]=[C:24]3[C:20]=2[CH:21]=[CH:22][NH:23]3)[CH:17]=[C:12]1[C:13]([O:15][CH3:16])=[O:14]. The yield is 0.620. (3) The reactants are Br[C:2]1[CH:3]=[CH:4][C:5]2[O:11][CH2:10][CH2:9][N:8]3[CH:12]=[C:13]([C:15]4[N:19]([CH:20]([CH3:22])[CH3:21])[N:18]=[CH:17][N:16]=4)[N:14]=[C:7]3[C:6]=2[CH:23]=1.[C:24]1(B(O)O)[CH:29]=[CH:28][CH:27]=[CH:26][CH:25]=1.C([O-])([O-])=O.[Cs+].[Cs+].O. The catalyst is O1CCOCC1.C1C=CC(P(C2C=CC=CC=2)[C-]2C=CC=C2)=CC=1.C1C=CC(P(C2C=CC=CC=2)[C-]2C=CC=C2)=CC=1.Cl[Pd]Cl.[Fe+2]. The product is [CH:20]([N:19]1[C:15]([C:13]2[N:14]=[C:7]3[C:6]4[CH:23]=[C:2]([C:24]5[CH:29]=[CH:28][CH:27]=[CH:26][CH:25]=5)[CH:3]=[CH:4][C:5]=4[O:11][CH2:10][CH2:9][N:8]3[CH:12]=2)=[N:16][CH:17]=[N:18]1)([CH3:22])[CH3:21]. The yield is 0.120. (4) The reactants are [F:1][C:2]1[C:3]([C:22](OC)=[O:23])=[CH:4][N:5]([S:13]([C:16]2[CH:17]=[N:18][CH:19]=[CH:20][CH:21]=2)(=[O:15])=[O:14])[C:6]=1[C:7]1[CH:12]=[CH:11][CH:10]=[CH:9][CH:8]=1.[H-].C([Al+]CC(C)C)C(C)C.O.C(OCC)(=O)C. The catalyst is O1CCCC1.C1(C)C=CC=CC=1. The product is [F:1][C:2]1[C:3]([CH:22]=[O:23])=[CH:4][N:5]([S:13]([C:16]2[CH:17]=[N:18][CH:19]=[CH:20][CH:21]=2)(=[O:15])=[O:14])[C:6]=1[C:7]1[CH:12]=[CH:11][CH:10]=[CH:9][CH:8]=1. The yield is 0.670.